From a dataset of NCI-60 drug combinations with 297,098 pairs across 59 cell lines. Regression. Given two drug SMILES strings and cell line genomic features, predict the synergy score measuring deviation from expected non-interaction effect. (1) Drug 1: CC1OCC2C(O1)C(C(C(O2)OC3C4COC(=O)C4C(C5=CC6=C(C=C35)OCO6)C7=CC(=C(C(=C7)OC)O)OC)O)O. Drug 2: C1=CC=C(C=C1)NC(=O)CCCCCCC(=O)NO. Cell line: SK-MEL-28. Synergy scores: CSS=37.1, Synergy_ZIP=-3.79, Synergy_Bliss=3.73, Synergy_Loewe=2.99, Synergy_HSA=4.73. (2) Drug 1: CCC1(C2=C(COC1=O)C(=O)N3CC4=CC5=C(C=CC(=C5CN(C)C)O)N=C4C3=C2)O.Cl. Drug 2: CC1CCCC2(C(O2)CC(NC(=O)CC(C(C(=O)C(C1O)C)(C)C)O)C(=CC3=CSC(=N3)C)C)C. Cell line: HS 578T. Synergy scores: CSS=49.8, Synergy_ZIP=-4.73, Synergy_Bliss=-7.75, Synergy_Loewe=-5.66, Synergy_HSA=-3.09. (3) Drug 1: CC1=C2C(C(=O)C3(C(CC4C(C3C(C(C2(C)C)(CC1OC(=O)C(C(C5=CC=CC=C5)NC(=O)OC(C)(C)C)O)O)OC(=O)C6=CC=CC=C6)(CO4)OC(=O)C)OC)C)OC. Drug 2: CC(CN1CC(=O)NC(=O)C1)N2CC(=O)NC(=O)C2. Cell line: T-47D. Synergy scores: CSS=37.5, Synergy_ZIP=0.247, Synergy_Bliss=2.25, Synergy_Loewe=-1.08, Synergy_HSA=4.02. (4) Drug 1: C1CCC(CC1)NC(=O)N(CCCl)N=O. Drug 2: CN(C(=O)NC(C=O)C(C(C(CO)O)O)O)N=O. Cell line: NCI-H460. Synergy scores: CSS=-5.97, Synergy_ZIP=0.966, Synergy_Bliss=-0.0927, Synergy_Loewe=-10.1, Synergy_HSA=-0.791. (5) Drug 1: CC(CN1CC(=O)NC(=O)C1)N2CC(=O)NC(=O)C2. Drug 2: C1=NC2=C(N=C(N=C2N1C3C(C(C(O3)CO)O)O)F)N. Cell line: BT-549. Synergy scores: CSS=13.5, Synergy_ZIP=-5.10, Synergy_Bliss=-0.902, Synergy_Loewe=-0.0627, Synergy_HSA=0.105. (6) Drug 1: CC1=CC=C(C=C1)C2=CC(=NN2C3=CC=C(C=C3)S(=O)(=O)N)C(F)(F)F. Drug 2: CC12CCC3C(C1CCC2OP(=O)(O)O)CCC4=C3C=CC(=C4)OC(=O)N(CCCl)CCCl.[Na+]. Cell line: CCRF-CEM. Synergy scores: CSS=-0.0360, Synergy_ZIP=0.875, Synergy_Bliss=-0.0504, Synergy_Loewe=-2.66, Synergy_HSA=-2.47.